From a dataset of Full USPTO retrosynthesis dataset with 1.9M reactions from patents (1976-2016). Predict the reactants needed to synthesize the given product. (1) Given the product [N:1]1[C:10]2[C:5](=[CH:6][CH:7]=[CH:8][CH:9]=2)[CH:4]=[CH:3][C:2]=1[NH:11][CH2:12][CH2:13][CH2:14][NH:15][CH:16]([C:19]1[CH:23]=[CH:22][S:21][CH:20]=1)[CH3:17], predict the reactants needed to synthesize it. The reactants are: [N:1]1[C:10]2[C:5](=[CH:6][CH:7]=[CH:8][CH:9]=2)[CH:4]=[CH:3][C:2]=1[NH:11][CH2:12][CH2:13][CH2:14][NH2:15].[C:16]([C:19]1[CH:23]=[CH:22][S:21][CH:20]=1)(=O)[CH3:17]. (2) Given the product [NH2:1][C:2]1[CH:7]=[N:6][CH:5]=[C:4]([CH:3]=1)[C:8]([NH:10][C:11]1([C:14](=[O:16])[NH:17][CH2:18][C:19]2[CH:20]=[CH:21][C:22]([NH:25][C:26]3[CH:31]=[CH:30][C:29]([F:32])=[CH:28][C:27]=3[C:33]([F:36])([F:35])[F:34])=[CH:23][N:24]=2)[CH2:12][CH2:13]1)=[O:9], predict the reactants needed to synthesize it. The reactants are: [NH2:1][C:2]1[CH:3]=[C:4]([C:8]([NH:10][C:11]2([C:14]([OH:16])=O)[CH2:13][CH2:12]2)=[O:9])[CH:5]=[N:6][CH:7]=1.[NH2:17][CH2:18][C:19]1[N:24]=[CH:23][C:22]([NH:25][C:26]2[CH:31]=[CH:30][C:29]([F:32])=[CH:28][C:27]=2[C:33]([F:36])([F:35])[F:34])=[CH:21][CH:20]=1. (3) Given the product [CH3:1][C:2]1[C:10]2[C:5](=[CH:6][CH:7]=[C:8]([C:21]3[CH:22]=[C:23]([NH:27][CH:28]([C:32]4[CH:37]=[CH:36][CH:35]=[CH:34][CH:33]=4)[C:29]([NH2:31])=[O:30])[CH:24]=[N:25][CH:26]=3)[CH:9]=2)[NH:4][N:3]=1, predict the reactants needed to synthesize it. The reactants are: [CH3:1][C:2]1[C:10]2[C:5](=[CH:6][CH:7]=[C:8](B3OC(C)(C)C(C)(C)O3)[CH:9]=2)[NH:4][N:3]=1.Br[C:21]1[CH:22]=[C:23]([NH:27][CH:28]([C:32]2[CH:37]=[CH:36][CH:35]=[CH:34][CH:33]=2)[C:29]([NH2:31])=[O:30])[CH:24]=[N:25][CH:26]=1.C([O-])([O-])=O.[K+].[K+]. (4) Given the product [C:14]([C:13]1[CH:16]=[CH:17][CH:18]=[CH:19][C:12]=1[O:1][C:2]1[CH:10]=[CH:9][C:5]([C:6]([OH:8])=[O:7])=[CH:4][CH:3]=1)#[N:15], predict the reactants needed to synthesize it. The reactants are: [OH:1][C:2]1[CH:10]=[CH:9][C:5]([C:6]([OH:8])=[O:7])=[CH:4][CH:3]=1.F[C:12]1[CH:19]=[CH:18][CH:17]=[CH:16][C:13]=1[C:14]#[N:15].C(=O)([O-])[O-].[K+].[K+].Cl. (5) Given the product [CH2:1]([O:8][C:9]1[N:14]=[CH:13][C:12]([CH:15]([NH:19][C:20]2[CH:25]=[CH:24][CH:23]=[CH:22][CH:21]=2)[C:16]([O:18][C@@H:53]2[CH:54]3[CH2:57][CH2:58][N:51]([CH2:56][CH2:55]3)[CH2:52]2)=[O:17])=[CH:11][CH:10]=1)[C:2]1[CH:3]=[CH:4][CH:5]=[CH:6][CH:7]=1, predict the reactants needed to synthesize it. The reactants are: [CH2:1]([O:8][C:9]1[N:14]=[CH:13][C:12]([CH:15]([NH:19][C:20]2[CH:25]=[CH:24][CH:23]=[CH:22][CH:21]=2)[C:16]([OH:18])=[O:17])=[CH:11][CH:10]=1)[C:2]1[CH:7]=[CH:6][CH:5]=[CH:4][CH:3]=1.C1CCC(N=C=NC2CCCCC2)CC1.N1(O)C2C=CC=CC=2N=N1.[N:51]12[CH2:58][CH2:57][CH:54]([CH2:55][CH2:56]1)[C@@H:53](O)[CH2:52]2. (6) Given the product [CH3:1][N:2]([C:3]1[CH:8]=[CH:7][C:6]([C:9]2[S:10][C:11]3[CH:17]=[C:16]([O:18][CH2:19][CH2:20][OH:21])[CH:15]=[CH:14][C:12]=3[CH:13]=2)=[CH:5][CH:4]=1)[CH3:29], predict the reactants needed to synthesize it. The reactants are: [CH3:1][NH:2][C:3]1[CH:8]=[CH:7][C:6]([C:9]2[S:10][C:11]3[CH:17]=[C:16]([O:18][CH2:19][CH2:20][O:21][Si](C(C)(C)C)(C)C)[CH:15]=[CH:14][C:12]=3[CH:13]=2)=[CH:5][CH:4]=1.[C:29](=O)([O-])[O-].[K+].[K+].IC.[Cl-].[Na+].[F-].C([N+](CCCC)(CCCC)CCCC)CCC. (7) Given the product [Cl:7][C:8]1[CH:9]=[CH:10][C:11]([O:24][CH2:25][C:26]2[CH:31]=[CH:30][CH:29]=[CH:28][CH:27]=2)=[C:12]([CH2:14][N:15]2[C:19]([CH3:20])=[CH:18][C:17]([C:21]([NH:40][OH:41])=[O:22])=[N:16]2)[CH:13]=1, predict the reactants needed to synthesize it. The reactants are: ClC(OCC)=O.[Cl:7][C:8]1[CH:9]=[CH:10][C:11]([O:24][CH2:25][C:26]2[CH:31]=[CH:30][CH:29]=[CH:28][CH:27]=2)=[C:12]([CH2:14][N:15]2[C:19]([CH3:20])=[CH:18][C:17]([C:21](O)=[O:22])=[N:16]2)[CH:13]=1.C(N(CC)CC)C.Cl.[NH2:40][OH:41].[OH-].[K+]. (8) The reactants are: [NH2:1][C@@H:2]1[C@@H:7]2[CH2:8][C@@H:4]([CH:5]=[CH:6]2)[C@@H:3]1[C:9]([NH2:11])=[O:10]. Given the product [NH2:1][C@@H:2]1[C@@H:7]2[CH2:8][C@@H:4]([CH2:5][CH2:6]2)[C@@H:3]1[C:9]([NH2:11])=[O:10], predict the reactants needed to synthesize it. (9) Given the product [NH2:1][C:2]1[C:3]2[C:10]([CH3:11])=[CH:9][N:8]([C@@H:12]3[O:16][C@@:15]([CH2:17][OH:18])([C:19]#[CH:29])[C@@H:14]([O:21][Si:22]([C:25]([CH3:27])([CH3:28])[CH3:26])([CH3:24])[CH3:23])[CH2:13]3)[C:4]=2[N:5]=[CH:6][N:7]=1, predict the reactants needed to synthesize it. The reactants are: [NH2:1][C:2]1[C:3]2[C:10]([CH3:11])=[CH:9][N:8]([C@@H:12]3[O:16][C@@:15]([CH2:19]O)([CH:17]=[O:18])[C@@H:14]([O:21][Si:22]([C:25]([CH3:28])([CH3:27])[CH3:26])([CH3:24])[CH3:23])[CH2:13]3)[C:4]=2[N:5]=[CH:6][N:7]=1.[C:29]([O-])([O-])=O.[K+].[K+].[N+](=C(P(=O)(OC)OC)C(=O)C)=[N-]. (10) Given the product [O:22]=[C:20]1[C:21]2[C:25](=[CH:15][C:7]([C:6]#[N:3])=[CH:9][CH:10]=2)[CH2:24][O:23]1, predict the reactants needed to synthesize it. The reactants are: C([N:3]([CH2:6][CH3:7])CC)C.F[C:9](F)(F)[C:10](O)=O.[C:15](=O)([O-])O.[Na+].[C:20]([O:23][CH2:24][CH3:25])(=[O:22])[CH3:21].